This data is from Serine/threonine kinase 33 screen with 319,792 compounds. The task is: Binary Classification. Given a drug SMILES string, predict its activity (active/inactive) in a high-throughput screening assay against a specified biological target. (1) The molecule is o1c(nnc1Cc1ccc(cc1)c1ccccc1)CCC(=O)N(CC(C)C)C. The result is 0 (inactive). (2) The molecule is O1C(=C(C(C(=C1N)C#N)c1occc1)C(=O)C)C. The result is 0 (inactive).